From a dataset of Reaction yield outcomes from USPTO patents with 853,638 reactions. Predict the reaction yield, written as a fraction of the theoretical maximum amount of product (1.0 means a 100% yield; for example, 0.34 means a 34% yield). (1) The reactants are [Br:1][C:2]1[CH:14]=[CH:13][C:12]2[C:11]3[C:6](=[CH:7][C:8]([Br:15])=[CH:9][CH:10]=3)[NH:5][C:4]=2[CH:3]=1.Br[CH2:17][CH2:18][CH2:19][CH2:20][CH2:21][CH2:22][CH2:23][CH2:24][CH2:25][CH2:26][CH2:27][CH2:28][CH2:29][CH2:30][CH2:31][CH3:32].[OH-].[Na+]. The catalyst is CC(C)=O.S.C([N+](CCCC)(CCCC)CCCC)CCC. The product is [Br:1][C:2]1[CH:14]=[CH:13][C:12]2[C:11]3[C:6](=[CH:7][C:8]([Br:15])=[CH:9][CH:10]=3)[N:5]([CH2:32][CH2:31][CH2:30][CH2:29][CH2:28][CH2:27][CH2:26][CH2:25][CH2:24][CH2:23][CH2:22][CH2:21][CH2:20][CH2:19][CH2:18][CH3:17])[C:4]=2[CH:3]=1. The yield is 0.860. (2) The reactants are [CH2:1]([N:4]1[CH2:13][CH2:12][C:11]2[C:6](=[CH:7][CH:8]=[C:9](Br)[CH:10]=2)[C:5]1=[O:15])[CH:2]=[CH2:3].[F:16]C1C=C2C(=CC=1)C(=O)NCC2. No catalyst specified. The product is [CH2:1]([N:4]1[CH2:13][CH2:12][C:11]2[C:6](=[CH:7][CH:8]=[C:9]([F:16])[CH:10]=2)[C:5]1=[O:15])[CH:2]=[CH2:3]. The yield is 0.850. (3) The reactants are [N+:1]([C:4]1[CH:9]=[CH:8][C:7]([CH2:10][CH2:11][CH2:12]O)=[C:6]([C:14]([F:17])([F:16])[F:15])[CH:5]=1)([O-:3])=[O:2].CCN(S(F)(F)[F:24])CC. The catalyst is C(Cl)Cl. The product is [F:24][CH2:12][CH2:11][CH2:10][C:7]1[CH:8]=[CH:9][C:4]([N+:1]([O-:3])=[O:2])=[CH:5][C:6]=1[C:14]([F:17])([F:16])[F:15]. The yield is 0.660.